This data is from Reaction yield outcomes from USPTO patents with 853,638 reactions. The task is: Predict the reaction yield, written as a fraction of the theoretical maximum amount of product (1.0 means a 100% yield; for example, 0.34 means a 34% yield). (1) The catalyst is C(OCC)(=O)C.C1(C)C=CC=CC=1. The reactants are C(N(CC)CC)C.FC(F)(F)S([O:13][Si:14]([C:17]([CH3:20])([CH3:19])[CH3:18])([CH3:16])[CH3:15])(=O)=O.[Br:23][C:24]1[C:25]([CH3:36])=[C:26]([CH3:35])[C:27]2[O:31][CH2:30][C:29](=O)[C:28]=2[C:33]=1[CH3:34].O.C(=O)(O)[O-].[Na+]. The yield is 0.950. The product is [Br:23][C:24]1[C:25]([CH3:36])=[C:26]([CH3:35])[C:27]2[O:31][CH:30]=[C:29]([O:13][Si:14]([C:17]([CH3:20])([CH3:19])[CH3:18])([CH3:16])[CH3:15])[C:28]=2[C:33]=1[CH3:34]. (2) The reactants are C([C:4]1[CH:9]=[CH:8][C:7]([CH2:10][CH2:11][C:12]([OH:14])=O)=[CH:6][CH:5]=1)(=O)C.[O:15]1CCCC1.[H-].[Al+3].[Li+].[H-].[H-].[H-]. The catalyst is O. The product is [OH:15][C:4]1[CH:9]=[CH:8][C:7]([CH2:10][CH2:11][CH2:12][OH:14])=[CH:6][CH:5]=1. The yield is 0.650. (3) The reactants are NN.CC([CH2:7][N:8]([CH2:12][CH2:13][CH:14]([N:21]1C(=O)C2C(=CC=CC=2)C1=O)[C:15]1[CH:20]=[CH:19][CH:18]=[CH:17][CH:16]=1)[C:9](=[O:11])[O-:10])(C)C. The catalyst is C1COCC1.CO. The product is [NH2:21][CH:14]([C:15]1[CH:16]=[CH:17][CH:18]=[CH:19][CH:20]=1)[CH2:13][CH2:12][N:8]([CH3:7])[C:9](=[O:11])[O:10][C:15]([CH3:20])([CH3:16])[CH3:14]. The yield is 0.770. (4) The reactants are CCCC[N+](CCCC)(CCCC)CCCC.[F-].[CH3:19][O:20][C:21]([C:23]1[S:24][C:25]([CH2:28][CH2:29][CH2:30][C@H:31]2[CH2:35][CH2:34][CH:33]=[C:32]2[C:36]2[CH:41]=[CH:40][C:39]([C@@H:42]([O:48][Si](C(C)(C)C)(C)C)[CH2:43][CH2:44][CH2:45][CH2:46][CH3:47])=[CH:38][CH:37]=2)=[CH:26][CH:27]=1)=[O:22]. The catalyst is [NH4+].[Cl-]. The product is [CH3:19][O:20][C:21]([C:23]1[S:24][C:25]([CH2:28][CH2:29][CH2:30][C@H:31]2[CH2:35][CH2:34][CH:33]=[C:32]2[C:36]2[CH:37]=[CH:38][C:39]([C@@H:42]([OH:48])[CH2:43][CH2:44][CH2:45][CH2:46][CH3:47])=[CH:40][CH:41]=2)=[CH:26][CH:27]=1)=[O:22]. The yield is 0.730. (5) The catalyst is CO. The yield is 0.706. The reactants are [Cl:1][C:2]1[CH:7]=[C:6]2[N:8](CCO)[C:9](=[O:33])[C:10]3([CH:15]([C:16]4[CH:21]=[CH:20][CH:19]=[C:18]([Cl:22])[CH:17]=4)[CH2:14][C:13](=[O:23])[N:12]([CH3:24])[CH:11]3[C:25]3[CH:30]=[C:29]([F:31])[CH:28]=[CH:27][C:26]=3[CH3:32])[C:5]2=[CH:4][CH:3]=1.CCN(C(C)C)C(C)C. The product is [Cl:1][C:2]1[CH:7]=[C:6]2[NH:8][C:9](=[O:33])[C:10]3([CH:15]([C:16]4[CH:21]=[CH:20][CH:19]=[C:18]([Cl:22])[CH:17]=4)[CH2:14][C:13](=[O:23])[N:12]([CH3:24])[CH:11]3[C:25]3[CH:30]=[C:29]([F:31])[CH:28]=[CH:27][C:26]=3[CH3:32])[C:5]2=[CH:4][CH:3]=1. (6) The reactants are N1C=CC=CC=1.[CH3:7][O:8][C:9](=[O:36])[CH2:10][C:11]1[CH:16]=[C:15]([OH:17])[CH:14]=[C:13]([O:18][Si:19]([C:32]([CH3:35])([CH3:34])[CH3:33])([C:26]2[CH:31]=[CH:30][CH:29]=[CH:28][CH:27]=2)[C:20]2[CH:25]=[CH:24][CH:23]=[CH:22][CH:21]=2)[CH:12]=1.[F:37][C:38]([F:51])([F:50])[S:39](O[S:39]([C:38]([F:51])([F:50])[F:37])(=[O:41])=[O:40])(=[O:41])=[O:40]. The catalyst is ClCCl. The product is [CH3:7][O:8][C:9](=[O:36])[CH2:10][C:11]1[CH:16]=[C:15]([O:17][S:39]([C:38]([F:51])([F:50])[F:37])(=[O:41])=[O:40])[CH:14]=[C:13]([O:18][Si:19]([C:32]([CH3:33])([CH3:35])[CH3:34])([C:26]2[CH:31]=[CH:30][CH:29]=[CH:28][CH:27]=2)[C:20]2[CH:25]=[CH:24][CH:23]=[CH:22][CH:21]=2)[CH:12]=1. The yield is 0.830. (7) The reactants are [NH2:1][C:2]1[C:3]([F:19])=[C:4]([C:15]([Cl:18])=[CH:16][CH:17]=1)[C:5]([O:7][CH2:8][C:9]1[CH:14]=[CH:13][CH:12]=[CH:11][CH:10]=1)=[O:6].C(N([CH2:25][CH3:26])CC)C.[CH2:27]([S:30](Cl)(=[O:32])=[O:31])[CH2:28][CH3:29]. The catalyst is ClCCl. The product is [Cl:18][C:15]1[C:4]([C:5]([O:7][CH2:8][C:9]2[CH:14]=[CH:13][CH:12]=[CH:11][CH:10]=2)=[O:6])=[C:3]([F:19])[C:2]([N:1]([S:30]([CH2:27][CH2:25][CH3:26])(=[O:32])=[O:31])[S:30]([CH2:27][CH2:28][CH3:29])(=[O:32])=[O:31])=[CH:17][CH:16]=1. The yield is 0.720. (8) The reactants are [CH3:1][O:2][C:3]([CH2:5][C:6]([C:8]1[CH:13]=[CH:12][C:11]([F:14])=[CH:10][CH:9]=1)=[O:7])=[O:4].CO[CH:17](OC)[N:18](C)C. No catalyst specified. The product is [F:14][C:11]1[CH:10]=[CH:9][C:8]([C:6]2[O:7][N:18]=[CH:17][C:5]=2[C:3]([O:2][CH3:1])=[O:4])=[CH:13][CH:12]=1. The yield is 0.910.